From a dataset of Forward reaction prediction with 1.9M reactions from USPTO patents (1976-2016). Predict the product of the given reaction. (1) Given the reactants Br[C:2]1[CH:3]=[C:4]2[C:9](=[C:10](C#C[Si](C)(C)C)[CH:11]=1)[O:8][C:7]([CH3:19])([CH3:18])[CH2:6][C:5]2([CH3:21])[CH3:20].[C:22](=[O:25])([O-])[O-].[K+].[K+].[CH3:28]O, predict the reaction product. The product is: [C:11]([C:2]1[CH:3]=[C:4]2[C:9](=[C:22]([OH:25])[CH:28]=1)[O:8][C:7]([CH3:18])([CH3:19])[CH2:6][C:5]2([CH3:20])[CH3:21])#[CH:10]. (2) Given the reactants [Cl:1][C:2]1[CH:3]=[C:4](I)[C:5]([NH2:8])=[N:6][CH:7]=1.[CH3:10][Si:11]([C:14]#[CH:15])([CH3:13])[CH3:12], predict the reaction product. The product is: [Cl:1][C:2]1[CH:3]=[C:4]([C:15]#[C:14][Si:11]([CH3:13])([CH3:12])[CH3:10])[C:5]([NH2:8])=[N:6][CH:7]=1. (3) Given the reactants N1CCC[C@H]1C(O)=O.[CH3:9][O:10][C:11]1[CH:16]=[CH:15][C:14]([C:17]2([CH2:20][CH:21]=[O:22])[CH2:19][CH2:18]2)=[CH:13][CH:12]=1.[Cl:23]N1C(=O)CCC1=O, predict the reaction product. The product is: [Cl:23][CH:20]([C:17]1([C:14]2[CH:15]=[CH:16][C:11]([O:10][CH3:9])=[CH:12][CH:13]=2)[CH2:19][CH2:18]1)[CH:21]=[O:22].